The task is: Predict which catalyst facilitates the given reaction.. This data is from Catalyst prediction with 721,799 reactions and 888 catalyst types from USPTO. Reactant: [CH3:1][NH:2][C:3]([C:5]1[N:6]([CH3:15])[C:7]2[C:12]([CH:13]=1)=[CH:11][C:10]([Cl:14])=[CH:9][CH:8]=2)=O.[H-].[Al+3].[Li+].[H-].[H-].[H-]. Product: [Cl:14][C:10]1[CH:11]=[C:12]2[C:7](=[CH:8][CH:9]=1)[N:6]([CH3:15])[C:5]([CH2:3][NH:2][CH3:1])=[CH:13]2. The catalyst class is: 1.